Task: Predict the reactants needed to synthesize the given product.. Dataset: Full USPTO retrosynthesis dataset with 1.9M reactions from patents (1976-2016) (1) The reactants are: [Br:1][C:2]1[CH:7]=[CH:6][C:5]([C:8]2(O)[CH2:11][CH2:10][CH2:9]2)=[CH:4][CH:3]=1.C(N(S(F)(F)[F:19])CC)C.C([O-])(O)=O.[Na+]. Given the product [Br:1][C:2]1[CH:7]=[CH:6][C:5]([C:8]2([F:19])[CH2:11][CH2:10][CH2:9]2)=[CH:4][CH:3]=1, predict the reactants needed to synthesize it. (2) Given the product [CH3:1][C:2]1[NH:3][C:4]([NH:7][CH:9]2[CH2:12][CH:11]([C:13]([O:15][CH2:16][CH3:17])=[O:14])[CH2:10]2)=[N:5][N:6]=1, predict the reactants needed to synthesize it. The reactants are: [CH3:1][C:2]1[NH:3][C:4]([NH2:7])=[N:5][N:6]=1.O=[C:9]1[CH2:12][CH:11]([C:13]([O:15][CH2:16][CH3:17])=[O:14])[CH2:10]1.C(O[BH-](OC(=O)C)OC(=O)C)(=O)C.[Na+]. (3) Given the product [Cl:8][C:9]1[CH:14]=[CH:13][C:12]([N+:15]([O-:17])=[O:16])=[CH:11][C:10]=1[C:20]#[C:19][C:21]1[CH:26]=[CH:25][CH:24]=[CH:23][C:22]=1[F:27], predict the reactants needed to synthesize it. The reactants are: C(N(CC)CC)C.[Cl:8][C:9]1[CH:14]=[CH:13][C:12]([N+:15]([O-:17])=[O:16])=[CH:11][C:10]=1I.[C:19]([C:21]1[CH:26]=[CH:25][CH:24]=[CH:23][C:22]=1[F:27])#[CH:20]. (4) Given the product [NH2:20][C:17]1[CH:18]=[CH:19][C:14]([O:13][C:9]2[CH:8]=[C:7]([CH:12]=[CH:11][CH:10]=2)[C:6]([NH:5][C:1]([CH3:4])([CH3:3])[CH3:2])=[O:24])=[C:15]([CH3:23])[CH:16]=1, predict the reactants needed to synthesize it. The reactants are: [C:1]([NH:5][C:6](=[O:24])[C:7]1[CH:12]=[CH:11][CH:10]=[C:9]([O:13][C:14]2[CH:19]=[CH:18][C:17]([N+:20]([O-])=O)=[CH:16][C:15]=2[CH3:23])[CH:8]=1)([CH3:4])([CH3:3])[CH3:2]. (5) Given the product [BrH:26].[Cl:23][C:22]1[C:17]([NH:16][CH2:15][C:12]2[N:13]=[CH:14][C:9]([OH:8])=[CH:10][CH:11]=2)=[N:18][C:19]([CH3:25])=[N:20][C:21]=1[CH3:24], predict the reactants needed to synthesize it. The reactants are: C([O:8][C:9]1[CH:10]=[CH:11][C:12]([CH2:15][NH:16][C:17]2[C:22]([Cl:23])=[C:21]([CH3:24])[N:20]=[C:19]([CH3:25])[N:18]=2)=[N:13][CH:14]=1)C1C=CC=CC=1.[BrH:26]. (6) Given the product [OH:26][C:17]1[C:18]2[N:19]=[N:20][CH:21]=[CH:22][C:23]=2[CH:24]=[N:25][C:16]=1[C:14]([OH:15])=[O:13], predict the reactants needed to synthesize it. The reactants are: N1C2C(=O)OC(=O)C=2C=CN=1.C[O:13][C:14]([C:16]1[N:25]=[CH:24][C:23]2[CH:22]=[CH:21][N:20]=[N:19][C:18]=2[C:17]=1[OH:26])=[O:15].[OH-].[Na+]. (7) Given the product [CH3:12][O:13][CH2:14][C@H:15]([CH3:35])[O:16][C:17]1[CH:18]=[C:19]([CH:20]=[C:21]([C:23]2[NH:24][C:25]([C:28]3[O:29][C@@H:30]([CH3:33])[CH2:31][N:32]=3)=[CH:26][CH:27]=2)[CH:22]=1)[O:34][C:2]1[CH:3]=[CH:4][C:5]([C:8]([NH:10][CH3:11])=[O:9])=[N:6][CH:7]=1, predict the reactants needed to synthesize it. The reactants are: F[C:2]1[CH:3]=[CH:4][C:5]([C:8]([NH:10][CH3:11])=[O:9])=[N:6][CH:7]=1.[CH3:12][O:13][CH2:14][C@H:15]([CH3:35])[O:16][C:17]1[CH:18]=[C:19]([OH:34])[CH:20]=[C:21]([C:23]2[NH:24][C:25]([C:28]3[O:29][C@@H:30]([CH3:33])[CH2:31][N:32]=3)=[CH:26][CH:27]=2)[CH:22]=1.C(=O)([O-])[O-].[K+].[K+].O. (8) Given the product [CH3:12][N:19]([C:24]1[CH:29]=[CH:28][CH:27]=[CH:26][CH:25]=1)[CH2:20][C:21]([OH:23])=[O:22], predict the reactants needed to synthesize it. The reactants are: C1(NCC(O)=O)C=CC=CC=1.[CH2:12]([N:19]([C:24]1[CH:29]=[CH:28][CH:27]=[CH:26][CH:25]=1)[CH2:20][C:21]([OH:23])=[O:22])C1C=CC=CC=1.CI. (9) Given the product [NH2:1][C:2]1[C:7]([C:8]2[CH:17]=[CH:16][C:11]([C:12]([O:14][CH3:15])=[O:13])=[C:10]([F:18])[CH:9]=2)=[CH:6][C:5]([C:33]2[CH:32]=[N:31][N:30]([CH3:29])[CH:34]=2)=[CH:4][N:3]=1, predict the reactants needed to synthesize it. The reactants are: [NH2:1][C:2]1[C:7]([C:8]2[CH:17]=[CH:16][C:11]([C:12]([O:14][CH3:15])=[O:13])=[C:10]([F:18])[CH:9]=2)=[CH:6][C:5](B2OC(C)(C)C(C)(C)O2)=[CH:4][N:3]=1.F[CH:29](F)[N:30]1[CH:34]=[C:33](I)[C:32](C)=[N:31]1.C([O-])([O-])=O.[Na+].[Na+].[O-]S([O-])(=O)=O.[Na+].[Na+]. (10) Given the product [Br:1][C:2]1[CH:7]=[C:6]([C:8](=[NH:9])[NH:16][OH:17])[CH:5]=[CH:4][N:3]=1, predict the reactants needed to synthesize it. The reactants are: [Br:1][C:2]1[CH:7]=[C:6]([C:8]#[N:9])[CH:5]=[CH:4][N:3]=1.C(=O)(O)[O-].[Na+].Cl.[NH2:16][OH:17].